Dataset: Full USPTO retrosynthesis dataset with 1.9M reactions from patents (1976-2016). Task: Predict the reactants needed to synthesize the given product. Given the product [CH3:16][N:15]([CH3:17])[C:6]1([C:9]2[CH:10]=[CH:11][CH:12]=[CH:13][CH:14]=2)[CH2:5][CH2:4][CH:3]([CH2:2][NH:1][C:50](=[O:51])[CH2:49][CH2:48][CH2:47][CH2:46][CH2:45][C:38]2[C:39]3[C:44](=[CH:43][CH:42]=[CH:41][CH:40]=3)[NH:36][CH:37]=2)[CH2:8][CH2:7]1, predict the reactants needed to synthesize it. The reactants are: [NH2:1][CH2:2][CH:3]1[CH2:8][CH2:7][C:6]([N:15]([CH3:17])[CH3:16])([C:9]2[CH:14]=[CH:13][CH:12]=[CH:11][CH:10]=2)[CH2:5][CH2:4]1.[Cl-].COC1N=C(OC)N=C([N+]2(C)CCOCC2)N=1.[NH:36]1[C:44]2[C:39](=[CH:40][CH:41]=[CH:42][CH:43]=2)[C:38]([CH2:45][CH2:46][CH2:47][CH2:48][CH2:49][C:50](O)=[O:51])=[CH:37]1.